Dataset: Full USPTO retrosynthesis dataset with 1.9M reactions from patents (1976-2016). Task: Predict the reactants needed to synthesize the given product. (1) Given the product [CH2:11]([N:9]1[CH:10]=[C:6]([C:4]([OH:5])=[O:3])[C:7]([NH:13][S:14]([C:17]2[CH:18]=[CH:19][C:20]([O:23][CH2:24][C:25]3[N:26]=[C:27]([C:31]4[CH:36]=[CH:35][CH:34]=[CH:33][CH:32]=4)[O:28][C:29]=3[CH3:30])=[CH:21][CH:22]=2)(=[O:16])=[O:15])=[N:8]1)[CH3:12], predict the reactants needed to synthesize it. The reactants are: C([O:3][C:4]([C:6]1[C:7]([NH:13][S:14]([C:17]2[CH:22]=[CH:21][C:20]([O:23][CH2:24][C:25]3[N:26]=[C:27]([C:31]4[CH:36]=[CH:35][CH:34]=[CH:33][CH:32]=4)[O:28][C:29]=3[CH3:30])=[CH:19][CH:18]=2)(=[O:16])=[O:15])=[N:8][N:9]([CH2:11][CH3:12])[CH:10]=1)=[O:5])C.[OH-].[Na+]. (2) Given the product [C:1]([O:5][C:6]([N:8]1[CH2:17][CH2:16][C:15]2[C:10](=[CH:11][CH:12]=[C:13]([CH2:21][CH2:20][OH:19])[CH:14]=2)[CH2:9]1)=[O:7])([CH3:4])([CH3:3])[CH3:2], predict the reactants needed to synthesize it. The reactants are: [C:1]([O:5][C:6]([N:8]1[CH2:17][CH2:16][C:15]2[C:10](=[CH:11][CH:12]=[C:13](I)[CH:14]=2)[CH2:9]1)=[O:7])([CH3:4])([CH3:3])[CH3:2].[O:19]1[CH2:21][CH2:20]1. (3) The reactants are: [Cl:1][C:2]1[CH:10]=[C:9]2[C:5]([C:6]([CH:11]=[O:12])=[CH:7][NH:8]2)=[CH:4][CH:3]=1.[H-].[Na+].[Cl:15][C:16]([Cl:42])([Cl:41])[C:17]([N:19]1[CH2:24][CH2:23][N:22]([C:25]2[CH:26]=[C:27]([S:37](Cl)(=[O:39])=[O:38])[CH:28]=[CH:29][C:30]=2[O:31][CH2:32][C:33]([F:36])([F:35])[F:34])[CH2:21][CH2:20]1)=[O:18]. Given the product [Cl:1][C:2]1[CH:10]=[C:9]2[C:5]([C:6]([CH:11]=[O:12])=[CH:7][N:8]2[S:37]([C:27]2[CH:28]=[CH:29][C:30]([O:31][CH2:32][C:33]([F:34])([F:35])[F:36])=[C:25]([N:22]3[CH2:23][CH2:24][N:19]([C:17](=[O:18])[C:16]([Cl:42])([Cl:15])[Cl:41])[CH2:20][CH2:21]3)[CH:26]=2)(=[O:38])=[O:39])=[CH:4][CH:3]=1, predict the reactants needed to synthesize it. (4) Given the product [C:1]([O:5][C:6]([N:8]1[CH2:9][CH2:10][N:11]([C:14]2[CH:15]=[C:16]([C:28]([OH:30])=[O:29])[C:17]3[CH:18]=[N:19][N:20]([CH:23]4[CH2:24][CH2:25][CH2:26][CH2:27]4)[C:21]=3[CH:22]=2)[CH2:12][CH2:13]1)=[O:7])([CH3:4])([CH3:2])[CH3:3], predict the reactants needed to synthesize it. The reactants are: [C:1]([O:5][C:6]([N:8]1[CH2:13][CH2:12][N:11]([C:14]2[CH:15]=[C:16]([C:28]([O:30]C)=[O:29])[C:17]3[CH:18]=[N:19][N:20]([CH:23]4[CH2:27][CH2:26][CH2:25][CH2:24]4)[C:21]=3[CH:22]=2)[CH2:10][CH2:9]1)=[O:7])([CH3:4])([CH3:3])[CH3:2].[OH-].[Na+]. (5) Given the product [C:18]([O:22][C:23]1[C:32]([CH2:33][N:15]2[CH2:14][CH2:13][CH:12]([C:10](=[O:11])[CH2:9][C:4]3[CH:5]=[CH:6][CH:7]=[CH:8][C:3]=3[CH3:2])[CH2:17][CH2:16]2)=[N:31][C:30]2[C:25]([N:24]=1)=[CH:26][CH:27]=[CH:28][CH:29]=2)([CH3:21])([CH3:20])[CH3:19], predict the reactants needed to synthesize it. The reactants are: Cl.[CH3:2][C:3]1[CH:8]=[CH:7][CH:6]=[CH:5][C:4]=1[CH2:9][C:10]([CH:12]1[CH2:17][CH2:16][NH:15][CH2:14][CH2:13]1)=[O:11].[C:18]([O:22][C:23]1[C:32]([CH:33]=O)=[N:31][C:30]2[C:25](=[CH:26][CH:27]=[CH:28][CH:29]=2)[N:24]=1)([CH3:21])([CH3:20])[CH3:19].C(O[BH-](OC(=O)C)OC(=O)C)(=O)C.[Na+].C(=O)(O)[O-].[Na+].